Dataset: Reaction yield outcomes from USPTO patents with 853,638 reactions. Task: Predict the reaction yield, written as a fraction of the theoretical maximum amount of product (1.0 means a 100% yield; for example, 0.34 means a 34% yield). (1) The reactants are FC1C=C(F)C=CC=1C1C=C(CO)C(=O)N(CC(C)C)N=1.[F:22][C:23]1[CH:24]=[C:25]([C:31]2[CH:32]=[C:33]([C:38]([O:40][CH3:41])=[O:39])[C:34](=[O:37])[NH:35][N:36]=2)[CH:26]=[CH:27][C:28]=1[O:29][CH3:30].[F:42][C:43]1[CH:44]=[C:45]([CH:48]=[CH:49][C:50]=1[F:51])[CH2:46]Br. No catalyst specified. The product is [F:42][C:43]1[CH:44]=[C:45]([CH:48]=[CH:49][C:50]=1[F:51])[CH2:46][N:35]1[C:34](=[O:37])[C:33]([C:38]([O:40][CH3:41])=[O:39])=[CH:32][C:31]([C:25]2[CH:26]=[CH:27][C:28]([O:29][CH3:30])=[C:23]([F:22])[CH:24]=2)=[N:36]1. The yield is 0.921. (2) The reactants are [NH3:1].Cl[C:3]1[N:8]=[C:7]([NH:9][C@H:10]([C:12]2[N:17]=[C:16]3[CH:18]=[CH:19][N:20]([CH3:21])[C:15]3=[CH:14][C:13]=2[C:22]2[N:26]([CH3:27])[N:25]=[CH:24][CH:23]=2)[CH3:11])[C:6]([Cl:28])=[CH:5][N:4]=1.[OH-].[NH4+]. The catalyst is CO. The product is [Cl:28][C:6]1[C:7]([NH:9][C@H:10]([C:12]2[N:17]=[C:16]3[CH:18]=[CH:19][N:20]([CH3:21])[C:15]3=[CH:14][C:13]=2[C:22]2[N:26]([CH3:27])[N:25]=[CH:24][CH:23]=2)[CH3:11])=[N:8][C:3]([NH2:1])=[N:4][CH:5]=1. The yield is 0.720. (3) The reactants are [CH2:1]([O:3][C:4](=[O:30])[CH2:5][NH:6][CH2:7][C:8]1[CH:13]=[CH:12][CH:11]=[C:10]([O:14][CH2:15][CH2:16][C:17]2[N:18]=[C:19]([C:23]3[CH:28]=[CH:27][C:26]([CH3:29])=[CH:25][CH:24]=3)[O:20][C:21]=2[CH3:22])[CH:9]=1)[CH3:2].[CH2:31]([N:33]([CH2:38][CH3:39])[S:34](Cl)(=[O:36])=[O:35])[CH3:32].C(N(CC)CC)C. No catalyst specified. The product is [CH2:1]([O:3][C:4](=[O:30])[CH2:5][N:6]([S:34]([N:33]([CH2:38][CH3:39])[CH2:31][CH3:32])(=[O:36])=[O:35])[CH2:7][C:8]1[CH:13]=[CH:12][CH:11]=[C:10]([O:14][CH2:15][CH2:16][C:17]2[N:18]=[C:19]([C:23]3[CH:28]=[CH:27][C:26]([CH3:29])=[CH:25][CH:24]=3)[O:20][C:21]=2[CH3:22])[CH:9]=1)[CH3:2]. The yield is 0.760. (4) The reactants are [CH2:1]([N:8]1[CH:16]=[N:15][C:14]2[C:9]1=[N:10][C:11]([Cl:18])=[N:12][C:13]=2[NH2:17])[C:2]1[CH:7]=[CH:6][CH:5]=[CH:4][CH:3]=1.C([O-])(=O)C.[Na+].[Br:24]Br.[O-]S([O-])(=S)=O.[Na+].[Na+].[OH-].[Na+]. The catalyst is C(O)(=O)C. The product is [CH2:1]([N:8]1[C:16]([Br:24])=[N:15][C:14]2[C:9]1=[N:10][C:11]([Cl:18])=[N:12][C:13]=2[NH2:17])[C:2]1[CH:3]=[CH:4][CH:5]=[CH:6][CH:7]=1. The yield is 0.850. (5) The reactants are Br[C:2]1[CH:3]=[C:4]([O:10][C:11]2[C:12]([CH3:18])=[N:13][N:14]([CH3:17])[C:15]=2[CH3:16])[C:5]([C:8]#[N:9])=[N:6][CH:7]=1.[N:19]1[CH:24]=[CH:23][CH:22]=[CH:21][C:20]=1[SH:25].CN(C=O)C.[H-].[Na+]. The catalyst is O. The product is [N:19]1[CH:24]=[CH:23][CH:22]=[CH:21][C:20]=1[S:25][C:2]1[CH:3]=[C:4]([O:10][C:11]2[C:12]([CH3:18])=[N:13][N:14]([CH3:17])[C:15]=2[CH3:16])[C:5]([C:8]#[N:9])=[N:6][CH:7]=1. The yield is 0.967. (6) The reactants are [CH3:1][N:2]([CH3:34])[C:3]([C:5]1[CH:10]=[CH:9][C:8]([CH:11]2[C:20](=O)[C:19]3[C:18]([C:22](OCC)=[O:23])=[CH:17][CH:16]=[CH:15][C:14]=3[NH:13][CH:12]2[C:27]2[CH:32]=[CH:31][C:30]([F:33])=[CH:29][CH:28]=2)=[CH:7][CH:6]=1)=[O:4].O.[NH2:36][NH2:37]. The catalyst is CO. The product is [F:33][C:30]1[CH:31]=[CH:32][C:27]([CH:12]2[NH:13][C:14]3[C:19]4[C:20](=[N:36][NH:37][C:22](=[O:23])[C:18]=4[CH:17]=[CH:16][CH:15]=3)[CH:11]2[C:8]2[CH:9]=[CH:10][C:5]([C:3]([N:2]([CH3:1])[CH3:34])=[O:4])=[CH:6][CH:7]=2)=[CH:28][CH:29]=1. The yield is 0.540.